From a dataset of Choline transporter screen with 302,306 compounds. Binary Classification. Given a drug SMILES string, predict its activity (active/inactive) in a high-throughput screening assay against a specified biological target. (1) The molecule is S1\C(C(=O)N(Cc2ccccc2)C1=S)=C\c1cc(OCC)c(O)cc1. The result is 0 (inactive). (2) The compound is S(=O)(=O)(N(c1ccc(OC(=O)C=2OCCOC2)cc1)C)c1ccc(cc1)C. The result is 0 (inactive).